Dataset: Catalyst prediction with 721,799 reactions and 888 catalyst types from USPTO. Task: Predict which catalyst facilitates the given reaction. Reactant: [C:1](Cl)(=[O:6])[C:2]([CH3:5])([CH3:4])[CH3:3].[NH2:8][C:9]1[N:18]=[C:17]([C:19]([N:21]2[CH2:29][C:28]3[C:23](=[CH:24][CH:25]=[CH:26][CH:27]=3)[CH2:22]2)=[O:20])[C:16]2[C:11](=[CH:12][CH:13]=[C:14]([C:30]3[CH:35]=[C:34]([F:36])[C:33]([F:37])=[CH:32][C:31]=3[CH2:38][OH:39])[CH:15]=2)[N:10]=1.C(OCC)(=O)C.O. Product: [CH3:3][C:2]([CH3:5])([CH3:4])[C:1]([O:39][CH2:38][C:31]1[CH:32]=[C:33]([F:37])[C:34]([F:36])=[CH:35][C:30]=1[C:14]1[CH:15]=[C:16]2[C:11](=[CH:12][CH:13]=1)[N:10]=[C:9]([NH2:8])[N:18]=[C:17]2[C:19]([N:21]1[CH2:22][C:23]2[C:28](=[CH:27][CH:26]=[CH:25][CH:24]=2)[CH2:29]1)=[O:20])=[O:6]. The catalyst class is: 468.